From a dataset of Catalyst prediction with 721,799 reactions and 888 catalyst types from USPTO. Predict which catalyst facilitates the given reaction. Reactant: C[Si]([N-][Si](C)(C)C)(C)C.[Na+].[Br-].C1([P+](C2C=CC=CC=2)(C2C=CC=CC=2)[CH2:19][C:20]2[CH:25]=[CH:24][CH:23]=[CH:22][C:21]=2[C:26]([F:29])([F:28])[F:27])C=CC=CC=1.[C:42]([N:49]1[CH2:54][CH2:53][C:52](=O)[CH2:51][CH2:50]1)([O:44][C:45]([CH3:48])([CH3:47])[CH3:46])=[O:43].Cl. Product: [F:29][C:26]([F:27])([F:28])[C:21]1[CH:22]=[CH:23][CH:24]=[CH:25][C:20]=1[CH:19]=[C:52]1[CH2:53][CH2:54][N:49]([C:42]([O:44][C:45]([CH3:48])([CH3:47])[CH3:46])=[O:43])[CH2:50][CH2:51]1. The catalyst class is: 20.